This data is from Full USPTO retrosynthesis dataset with 1.9M reactions from patents (1976-2016). The task is: Predict the reactants needed to synthesize the given product. (1) Given the product [Cl:23][C:3]1[CH:4]=[C:5]([O:6][C:7]2[CH:12]=[CH:11][N:10]=[C:9]([NH:13][C:14]([N:16]3[CH2:20][CH2:19][CH2:18][CH2:17]3)=[O:15])[CH:8]=2)[CH:21]=[CH:22][C:2]=1[NH:1][C:61](=[O:60])[CH2:62][C:65]([NH:38][C:42]1[CH:43]=[CH:44][C:45]([F:31])=[CH:46][CH:41]=1)=[O:66], predict the reactants needed to synthesize it. The reactants are: [NH2:1][C:2]1[CH:22]=[CH:21][C:5]([O:6][C:7]2[CH:12]=[CH:11][N:10]=[C:9]([NH:13][C:14]([N:16]3[CH2:20][CH2:19][CH2:18][CH2:17]3)=[O:15])[CH:8]=2)=[CH:4][C:3]=1[Cl:23].C(N(CC)CC)C.[F:31][P-](F)(F)(F)(F)F.[N:38]1(O[P+](N(C)C)(N(C)C)N(C)C)[C:42]2[CH:43]=[CH:44][CH:45]=[CH:46][C:41]=2N=N1.C([O:60][CH2:61][CH3:62])C.CN(C)[CH:65]=[O:66]. (2) Given the product [CH3:1][N:2]([CH3:7])[CH2:3][CH2:4][N:5]([CH3:6])[C:11]1[N:16]=[C:15]([C:17]2[S:21][C:20]([NH:22][C:30](=[O:31])[CH3:29])=[N:19][C:18]=2[CH3:23])[CH:14]=[C:13]([CH3:24])[N:12]=1, predict the reactants needed to synthesize it. The reactants are: [CH3:1][N:2]([CH3:7])[CH2:3][CH2:4][NH:5][CH3:6].CS([C:11]1[N:16]=[C:15]([C:17]2[S:21][C:20]([NH2:22])=[N:19][C:18]=2[CH3:23])[CH:14]=[C:13]([CH3:24])[N:12]=1)=O.CN1[C:30](=[O:31])[CH2:29]CC1.